Dataset: Forward reaction prediction with 1.9M reactions from USPTO patents (1976-2016). Task: Predict the product of the given reaction. (1) Given the reactants [CH3:1][C:2]([N:5]([CH2:9][C:10]1[CH:15]=[C:14]([C:16]#[N:17])[CH:13]=[C:12](Br)[CH:11]=1)[C:6](=[O:8])[O-:7])([CH3:4])[CH3:3].[CH:19]1C=CC(P(C2C=CC=CC=2)C2C=CC=CC=2)=C[CH:20]=1.C([O-])([O-])=O.[K+].[K+].[CH3:44][C:45]([Si:48]([CH3:61])([CH3:60])[O:49][CH2:50][C:51]1[CH:52]=[C:53](B(O)O)[CH:54]=[CH:55][CH:56]=1)(C)[CH3:46], predict the reaction product. The product is: [CH3:1][C:2]([N:5]([CH2:9][C:10]1[CH:11]=[C:12]([C:53]2[CH:54]=[CH:55][CH:56]=[C:51]([CH2:50][O:49][Si:48]([CH3:60])([CH3:61])[CH:45]([CH3:44])[CH3:46])[CH:52]=2)[CH:13]=[C:14]([C:16]#[N:17])[CH:15]=1)[C:6](=[O:8])[O-:7])([CH3:4])[CH3:3].[CH3:19][CH3:20]. (2) The product is: [CH3:3][CH:2]([C:4]1[N:8]([CH2:9][CH2:10][C@@H:11]([OH:19])[CH2:12][C@@H:13]([OH:18])[CH2:14][C:15]([O-:17])=[O:16])[C:7]([C:20]2[CH:21]=[CH:22][C:23]([F:26])=[CH:24][CH:25]=2)=[C:6]([C:27]2[CH:28]=[CH:29][CH:30]=[CH:31][CH:32]=2)[C:5]=1[C:33]([NH:35][C:36]1[CH:37]=[CH:38][CH:39]=[CH:40][CH:41]=1)=[O:34])[CH3:1].[CH3:44][CH:43]([C:45]1[N:49]([CH2:50][CH2:51][C@@H:52]([OH:60])[CH2:53][C@@H:54]([OH:59])[CH2:55][C:56]([O-:58])=[O:57])[C:48]([C:61]2[CH:62]=[CH:63][C:64]([F:67])=[CH:65][CH:66]=2)=[C:47]([C:68]2[CH:69]=[CH:70][CH:71]=[CH:72][CH:73]=2)[C:46]=1[C:74]([NH:76][C:77]1[CH:78]=[CH:79][CH:80]=[CH:81][CH:82]=1)=[O:75])[CH3:42].[CH3:15][CH:14]([OH:86])[CH2:13][OH:18].[Ca+2:83]. Given the reactants [CH3:1][CH:2]([C:4]1[N:8]([CH2:9][CH2:10][C@@H:11]([OH:19])[CH2:12][C@@H:13]([OH:18])[CH2:14][C:15]([O-:17])=[O:16])[C:7]([C:20]2[CH:21]=[CH:22][C:23]([F:26])=[CH:24][CH:25]=2)=[C:6]([C:27]2[CH:28]=[CH:29][CH:30]=[CH:31][CH:32]=2)[C:5]=1[C:33]([NH:35][C:36]1[CH:37]=[CH:38][CH:39]=[CH:40][CH:41]=1)=[O:34])[CH3:3].[CH3:42][CH:43]([C:45]1[N:49]([CH2:50][CH2:51][C@@H:52]([OH:60])[CH2:53][C@@H:54]([OH:59])[CH2:55][C:56]([O-:58])=[O:57])[C:48]([C:61]2[CH:62]=[CH:63][C:64]([F:67])=[CH:65][CH:66]=2)=[C:47]([C:68]2[CH:69]=[CH:70][CH:71]=[CH:72][CH:73]=2)[C:46]=1[C:74]([NH:76][C:77]1[CH:78]=[CH:79][CH:80]=[CH:81][CH:82]=1)=[O:75])[CH3:44].[Ca+2:83].C(OCC)(=[O:86])C, predict the reaction product. (3) Given the reactants [Cl:1][C:2]1[CH:3]=[CH:4][C:5]([S:9][CH2:10][C:11]2[C:12]([F:17])=[N:13][CH:14]=[CH:15][CH:16]=2)=[C:6]([CH:8]=1)[NH2:7].[O:18]1[C:22]2[CH:23]=[CH:24][CH:25]=[CH:26][C:21]=2[CH:20]=[C:19]1[S:27](Cl)(=[O:29])=[O:28], predict the reaction product. The product is: [Cl:1][C:2]1[CH:3]=[CH:4][C:5]([S:9][CH2:10][C:11]2[C:12]([F:17])=[N:13][CH:14]=[CH:15][CH:16]=2)=[C:6]([NH:7][S:27]([C:19]2[O:18][C:22]3[CH:23]=[CH:24][CH:25]=[CH:26][C:21]=3[CH:20]=2)(=[O:28])=[O:29])[CH:8]=1.